Dataset: Orexin1 receptor HTS with 218,158 compounds and 233 confirmed actives. Task: Binary Classification. Given a drug SMILES string, predict its activity (active/inactive) in a high-throughput screening assay against a specified biological target. The molecule is S(=O)(=O)(N1CCC(CC1)C(=O)N1CCc2c(C1)cccc2)c1c(OC)ccc(OC)c1. The result is 0 (inactive).